Task: Predict the reaction yield, written as a fraction of the theoretical maximum amount of product (1.0 means a 100% yield; for example, 0.34 means a 34% yield).. Dataset: Reaction yield outcomes from USPTO patents with 853,638 reactions (1) The reactants are [N+:1]1([O-])[C:10]2[C:5](=[CH:6][CH:7]=[CH:8][CH:9]=2)[CH:4]=[CH:3][CH:2]=1.C(Cl)(=O)C1C=CC=CC=1.[C-:21]#[N:22].[K+].O1CCOCC1. The catalyst is O. The product is [C:21]([C:2]1[CH:3]=[CH:4][C:5]2[C:10](=[CH:9][CH:8]=[CH:7][CH:6]=2)[N:1]=1)#[N:22]. The yield is 1.00. (2) The reactants are [Al+3].[Cl-].[Cl-].[Cl-].Cl[C:6](=[O:12])[C:7]([O:9][CH2:10][CH3:11])=[O:8].[CH:13]1([S:16][C:17]2[CH:22]=[CH:21][CH:20]=[CH:19][CH:18]=2)[CH2:15][CH2:14]1. The catalyst is C(Cl)Cl. The product is [CH:13]1([S:16][C:17]2[CH:22]=[CH:21][C:20]([C:6](=[O:12])[C:7]([O:9][CH2:10][CH3:11])=[O:8])=[CH:19][CH:18]=2)[CH2:15][CH2:14]1. The yield is 0.940. (3) The reactants are [CH3:1][N:2]1[CH:6]2[CH2:7][CH:8]([OH:10])[CH2:9][CH:3]1[CH2:4][CH2:5]2.[Li]CCCC.[Cl:16][C:17]1[N:22]=[C:21](Cl)[N:20]=[C:19]([N:24]2[CH2:29][CH2:28][O:27][CH2:26][CH2:25]2)[N:18]=1.CCOCC. The catalyst is C1COCC1. The product is [Cl:16][C:17]1[N:18]=[C:19]([N:24]2[CH2:25][CH2:26][O:27][CH2:28][CH2:29]2)[N:20]=[C:21]([O:10][CH:8]2[CH2:9][CH:3]3[N:2]([CH3:1])[CH:6]([CH2:5][CH2:4]3)[CH2:7]2)[N:22]=1. The yield is 0.420. (4) The reactants are [CH3:1][C:2]([O:6][CH2:7][CH:8]1[CH2:10][O:9]1)([CH3:5])[CH2:3][OH:4].CC1(C)C2(CS(O)(=O)=O)C(CC1CC2)=O.C([O-])(O)=O.[Na+]. The catalyst is C(Cl)Cl.CC1(C)C2(CS(O)(=O)=O)C(CC1CC2)=O. The product is [CH3:1][C:2]1([CH3:5])[CH2:3][O:4][CH:8]([CH2:10][OH:9])[CH2:7][O:6]1. The yield is 0.860. (5) The reactants are [CH3:1][N:2]([CH3:41])[CH2:3][CH2:4][O:5][C:6]1[CH:7]=[C:8]([NH:12][C:13]2[N:18]=[C:17]([C:19]3[C:20]([C:28]4[CH:29]=[C:30]([NH:34]C(=O)C(F)(F)F)[CH:31]=[CH:32][CH:33]=4)=[N:21][N:22]4[CH:27]=[CH:26][CH:25]=[CH:24][C:23]=34)[CH:16]=[CH:15][N:14]=2)[CH:9]=[CH:10][CH:11]=1.[Li+].[OH-]. No catalyst specified. The product is [NH2:34][C:30]1[CH:29]=[C:28]([C:20]2[C:19]([C:17]3[CH:16]=[CH:15][N:14]=[C:13]([NH:12][C:8]4[CH:9]=[CH:10][CH:11]=[C:6]([O:5][CH2:4][CH2:3][N:2]([CH3:41])[CH3:1])[CH:7]=4)[N:18]=3)=[C:23]3[CH:24]=[CH:25][CH:26]=[CH:27][N:22]3[N:21]=2)[CH:33]=[CH:32][CH:31]=1. The yield is 1.00.